From a dataset of Full USPTO retrosynthesis dataset with 1.9M reactions from patents (1976-2016). Predict the reactants needed to synthesize the given product. Given the product [CH2:9]([O:8][P:7]([CH2:20][C:21]1[CH:26]=[CH:25][CH:24]=[C:23]([CH:27]([O:28][CH2:29][CH3:30])[O:31][CH2:32][CH3:33])[CH:22]=1)(=[O:14])[O:11][CH2:12][CH3:13])[CH3:10], predict the reactants needed to synthesize it. The reactants are: CC(C)([O-])C.[K+].[P:7]([O-:14])([O:11][CH2:12][CH3:13])[O:8][CH2:9][CH3:10].CS(O[CH2:20][C:21]1[CH:26]=[CH:25][CH:24]=[C:23]([CH:27]([O:31][CH2:32][CH3:33])[O:28][CH2:29][CH3:30])[CH:22]=1)(=O)=O.O.